Dataset: Forward reaction prediction with 1.9M reactions from USPTO patents (1976-2016). Task: Predict the product of the given reaction. (1) The product is: [CH2:1]([N:8]([CH2:9][CH:10]1[CH2:15][CH2:14][N:13]([C:16]([O:18][C:19]([CH3:22])([CH3:21])[CH3:20])=[O:17])[CH2:12][CH2:11]1)[C:30]([NH:29][CH:23]1[CH2:28][CH2:27][CH2:26][CH2:25][CH2:24]1)=[O:31])[C:2]1[CH:3]=[CH:4][CH:5]=[CH:6][CH:7]=1. Given the reactants [CH2:1]([NH:8][CH2:9][CH:10]1[CH2:15][CH2:14][N:13]([C:16]([O:18][C:19]([CH3:22])([CH3:21])[CH3:20])=[O:17])[CH2:12][CH2:11]1)[C:2]1[CH:7]=[CH:6][CH:5]=[CH:4][CH:3]=1.[CH:23]1([N:29]=[C:30]=[O:31])[CH2:28][CH2:27][CH2:26][CH2:25][CH2:24]1, predict the reaction product. (2) Given the reactants C(OC(=O)[NH:7][C:8]1[CH:13]=[CH:12][C:11]([C:14]2[CH:19]=[CH:18][CH:17]=[C:16]([F:20])[C:15]=2[F:21])=[CH:10][C:9]=1[NH:22][C:23](=[O:35])[CH2:24][C:25]([C:27]1[CH:32]=[CH:31][CH:30]=[C:29]([C:33]#[N:34])[CH:28]=1)=O)(C)(C)C.C(O)(C(F)(F)F)=O, predict the reaction product. The product is: [F:21][C:15]1[C:16]([F:20])=[CH:17][CH:18]=[CH:19][C:14]=1[C:11]1[CH:12]=[CH:13][C:8]2[N:7]=[C:25]([C:27]3[CH:28]=[C:29]([CH:30]=[CH:31][CH:32]=3)[C:33]#[N:34])[CH2:24][C:23](=[O:35])[NH:22][C:9]=2[CH:10]=1. (3) Given the reactants [OH:1][C:2]1[CH:7]=[CH:6][C:5]([O:8][CH3:9])=[C:4]([O:10][CH3:11])[CH:3]=1.C(=O)([O-])[O-].[K+].[K+].Br[CH2:19][C:20]#[C:21][CH3:22], predict the reaction product. The product is: [CH2:19]([O:1][C:2]1[CH:7]=[CH:6][C:5]([O:8][CH3:9])=[C:4]([O:10][CH3:11])[CH:3]=1)[C:20]#[C:21][CH3:22]. (4) Given the reactants [Br:1][C:2]1[CH:7]=[CH:6][C:5]([CH2:8][C:9]#N)=[C:4]([F:11])[CH:3]=1.[CH3:12]OS(C1C=CC(C)=CC=1)(=O)=O.CC([O-])(C)C.[Na+].C1N2CCN(CC2)C1.C[N:39]([CH:41]=O)C, predict the reaction product. The product is: [Br:1][C:2]1[CH:7]=[CH:6][C:5]([C:8]([CH3:12])([CH3:9])[C:41]#[N:39])=[C:4]([F:11])[CH:3]=1. (5) Given the reactants C(NC(C)C)(C)C.C([Li])CCC.[CH3:13][O:14][C:15]1[CH:16]=[C:17]([CH2:23][CH2:24][C:25]2[N:26]=[C:27]3[CH:33]=[CH:32][N:31]([S:34]([C:37]4[CH:42]=[CH:41][CH:40]=[CH:39][CH:38]=4)(=[O:36])=[O:35])[C:28]3=[N:29][CH:30]=2)[CH:18]=[C:19]([O:21][CH3:22])[CH:20]=1.[Br:43]C(Cl)(Cl)C(Br)(Cl)Cl, predict the reaction product. The product is: [Br:43][C:32]1[N:31]([S:34]([C:37]2[CH:42]=[CH:41][CH:40]=[CH:39][CH:38]=2)(=[O:36])=[O:35])[C:28]2=[N:29][CH:30]=[C:25]([CH2:24][CH2:23][C:17]3[CH:18]=[C:19]([O:21][CH3:22])[CH:20]=[C:15]([O:14][CH3:13])[CH:16]=3)[N:26]=[C:27]2[CH:33]=1. (6) Given the reactants [OH:1][C:2]1[C:3]([Se:16][C:17]2[CH:27]=[CH:26][C:20]([C:21]([O:23][CH2:24][CH3:25])=[O:22])=[CH:19][N:18]=2)=[CH:4][C:5]2[C:6]([CH3:15])([CH3:14])[CH2:7][CH2:8][C:9]([CH3:13])([CH3:12])[C:10]=2[CH:11]=1.[C:28]([O:31][CH2:32][CH2:33]Br)(=[O:30])[CH3:29].C(=O)([O-])[O-].[K+].[K+], predict the reaction product. The product is: [C:28]([O:31][CH2:32][CH2:33][O:1][C:2]1[C:3]([Se:16][C:17]2[CH:27]=[CH:26][C:20]([C:21]([O:23][CH2:24][CH3:25])=[O:22])=[CH:19][N:18]=2)=[CH:4][C:5]2[C:6]([CH3:14])([CH3:15])[CH2:7][CH2:8][C:9]([CH3:13])([CH3:12])[C:10]=2[CH:11]=1)(=[O:30])[CH3:29]. (7) Given the reactants [Cl:1][C:2]1[C:3]([CH3:26])=[N:4][O:5][C:6]=1[N:7]([CH2:20][O:21][CH2:22][CH2:23][O:24][CH3:25])[S:8]([C:11]1[C:19]2[C:14](=[N:15][CH:16]=[CH:17][CH:18]=2)[S:13][CH:12]=1)(=[O:10])=[O:9].[Li]C(C)(C)C.[CH3:32][C:33]1[CH:40]=[C:39]([CH3:41])[CH:38]=[CH:37][C:34]=1[CH:35]=[O:36], predict the reaction product. The product is: [Cl:1][C:2]1[C:3]([CH3:26])=[N:4][O:5][C:6]=1[N:7]([CH2:20][O:21][CH2:22][CH2:23][O:24][CH3:25])[S:8]([C:11]1[C:19]2[C:14](=[N:15][CH:16]=[CH:17][CH:18]=2)[S:13][C:12]=1[CH:35]([OH:36])[C:34]1[CH:37]=[CH:38][C:39]([CH3:41])=[CH:40][C:33]=1[CH3:32])(=[O:9])=[O:10].